Task: Predict the reaction yield, written as a fraction of the theoretical maximum amount of product (1.0 means a 100% yield; for example, 0.34 means a 34% yield).. Dataset: Reaction yield outcomes from USPTO patents with 853,638 reactions (1) The reactants are [OH-].[K+].[Br:3][C:4]1[CH:5]=[CH:6][C:7]2[NH:8][C:9]3[C:14]([C:15]=2[CH:16]=1)=[CH:13][C:12]([Br:17])=[CH:11][CH:10]=3.Br[CH2:19][CH2:20][CH:21]1[O:23][CH2:22]1. The catalyst is CN(C=O)C.CCOC(C)=O. The product is [Br:17][C:12]1[CH:11]=[CH:10][C:9]2[N:8]([CH2:19][CH2:20][CH:21]3[CH2:22][O:23]3)[C:7]3[C:15]([C:14]=2[CH:13]=1)=[CH:16][C:4]([Br:3])=[CH:5][CH:6]=3. The yield is 0.979. (2) The reactants are [CH:1]1([CH2:6][C@@H:7]([C:20]([NH:22][NH:23][C:24]2[C:29]([F:30])=[C:28]([N:31]3[CH2:36][CH2:35][N:34]([CH2:37][CH3:38])[CH2:33][CH2:32]3)[N:27]=[C:26]([O:39][CH3:40])[N:25]=2)=[O:21])[CH2:8][N:9]([O:12]CC2C=CC=CC=2)[CH:10]=[O:11])[CH2:5][CH2:4][CH2:3][CH2:2]1. The catalyst is CO. The product is [CH:1]1([CH2:6][C@@H:7]([C:20]([NH:22][NH:23][C:24]2[C:29]([F:30])=[C:28]([N:31]3[CH2:32][CH2:33][N:34]([CH2:37][CH3:38])[CH2:35][CH2:36]3)[N:27]=[C:26]([O:39][CH3:40])[N:25]=2)=[O:21])[CH2:8][N:9]([OH:12])[CH:10]=[O:11])[CH2:5][CH2:4][CH2:3][CH2:2]1. The yield is 0.980. (3) The reactants are C([C:8]([NH2:13])(O)[CH:9]([OH:11])[CH3:10])(OC(C)(C)C)=O.[OH:14][C:15]([CH:17]([C:19]1[CH:32]=[CH:31][CH:30]=[C:21]([C:22]([C:24]2[CH:29]=[CH:28][CH:27]=[CH:26][CH:25]=2)=[O:23])[CH:20]=1)[CH3:18])=[O:16].[ClH:33].C(OCC)(=O)C.CCCCCC. The catalyst is ClCCl. The product is [NH2:13][CH2:8][CH:9]([OH:11])[CH2:10][OH:14].[ClH:33].[OH:16][C:15]([CH:17]([C:19]1[CH:32]=[CH:31][CH:30]=[C:21]([C:22]([C:24]2[CH:25]=[CH:26][CH:27]=[CH:28][CH:29]=2)=[O:23])[CH:20]=1)[CH3:18])=[O:14]. The yield is 0.970. (4) The reactants are [Cl:1][C:2]1[C:3]([O:12][C:13]2[CH:18]=[C:17]([O:19][CH2:20][CH2:21][O:22][CH2:23][CH2:24][O:25][CH3:26])[CH:16]=[CH:15][C:14]=2/[CH:27]=[CH:28]/[C:29]([NH:31][S:32]([CH2:35][CH2:36][CH2:37][CH2:38][CH3:39])(=[O:34])=[O:33])=[O:30])=[N:4][CH:5]=[C:6]([C:8]([F:11])([F:10])[F:9])[CH:7]=1. The catalyst is O1CCCC1.CO. The product is [Cl:1][C:2]1[C:3]([O:12][C:13]2[CH:18]=[C:17]([O:19][CH2:20][CH2:21][O:22][CH2:23][CH2:24][O:25][CH3:26])[CH:16]=[CH:15][C:14]=2[CH2:27][CH2:28][C:29]([NH:31][S:32]([CH2:35][CH2:36][CH2:37][CH2:38][CH3:39])(=[O:34])=[O:33])=[O:30])=[N:4][CH:5]=[C:6]([C:8]([F:10])([F:9])[F:11])[CH:7]=1. The yield is 0.0900.